Dataset: Reaction yield outcomes from USPTO patents with 853,638 reactions. Task: Predict the reaction yield, written as a fraction of the theoretical maximum amount of product (1.0 means a 100% yield; for example, 0.34 means a 34% yield). (1) The reactants are Cl[C:2]1[CH:11]=[C:10]([O:12][CH2:13][C:14]2[CH:19]=[CH:18][C:17]([O:20][CH3:21])=[CH:16][CH:15]=2)[C:9]2[C:4](=[C:5]([CH3:24])[C:6]([O:22][CH3:23])=[CH:7][CH:8]=2)[N:3]=1.[F:25][C:26]([F:33])([F:32])[C:27]1[CH:31]=[CH:30][NH:29][N:28]=1. No catalyst specified. The product is [CH3:23][O:22][C:6]1[C:5]([CH3:24])=[C:4]2[C:9]([C:10]([O:12][CH2:13][C:14]3[CH:19]=[CH:18][C:17]([O:20][CH3:21])=[CH:16][CH:15]=3)=[CH:11][C:2]([N:29]3[CH:30]=[CH:31][C:27]([C:26]([F:33])([F:32])[F:25])=[N:28]3)=[N:3]2)=[CH:8][CH:7]=1. The yield is 0.190. (2) The reactants are [CH:1]1N=C[N:3]([C:6]([N:8]2C=N[CH:10]=[CH:9]2)=[O:7])[CH:2]=1.[C:13]([C:17]1[CH:18]=[CH:19][C:20]([C:24]2[CH:28]=[C:27]([CH3:29])[NH:26][C:25]=2[CH3:30])=C(C=1)N)([CH3:16])([CH3:15])[CH3:14].[CH3:31][NH:32][C:33]([C:35]1[CH:40]=[C:39]([O:41][C:42]2[CH:48]=CC(N)=[CH:44][CH:43]=2)[CH:38]=[CH:37][N:36]=1)=[O:34]. The catalyst is CCOC(C)=O. The product is [C:13]([C:17]1[CH:18]=[CH:19][C:20]([C:24]2[CH:28]=[C:27]([CH3:29])[NH:26][C:25]=2[CH3:30])=[C:9]([NH:8][C:6]([NH:3][C:2]2[CH:1]=[CH:48][C:42]([O:41][C:39]3[CH:38]=[CH:37][N:36]=[C:35]([C:33](=[O:34])[NH:32][CH3:31])[CH:40]=3)=[CH:43][CH:44]=2)=[O:7])[CH:10]=1)([CH3:14])([CH3:15])[CH3:16]. The yield is 0.240. (3) The reactants are [CH2:1]([N:8]([CH2:22][C:23]1[CH:28]=[CH:27][CH:26]=[CH:25][CH:24]=1)[C@H:9]([CH2:20][OH:21])[C:10]([O:12][CH2:13][C:14]1[CH:19]=[CH:18][CH:17]=[CH:16][CH:15]=1)=[O:11])[C:2]1[CH:7]=[CH:6][CH:5]=[CH:4][CH:3]=1.S([O-])([O-])(=O)=O.[Na+].[Na+].[F:36][C:37]([F:45])(S(F)(=O)=O)C(O)=O. The catalyst is C(#N)C. The product is [CH2:22]([N:8]([CH2:1][C:2]1[CH:3]=[CH:4][CH:5]=[CH:6][CH:7]=1)[C@H:9]([CH2:20][O:21][CH:37]([F:45])[F:36])[C:10]([O:12][CH2:13][C:14]1[CH:15]=[CH:16][CH:17]=[CH:18][CH:19]=1)=[O:11])[C:23]1[CH:24]=[CH:25][CH:26]=[CH:27][CH:28]=1. The yield is 0.134. (4) The reactants are [CH2:1]([C:5]1[N:10]=[C:9]([CH3:11])[N:8]([C:12]2[CH:17]=[CH:16][C:15]([OH:18])=[CH:14][CH:13]=2)[C:7](=[O:19])[C:6]=1[CH2:20][C:21]1[CH:26]=[CH:25][C:24]([C:27]2[CH:32]=[CH:31][CH:30]=[CH:29][C:28]=2[C:33]2[NH:37][C:36](=[O:38])[O:35][N:34]=2)=[CH:23][CH:22]=1)[CH2:2][CH2:3][CH3:4].[Si]([O:46][CH:47]1[CH2:52][CH2:51][CH:50](O)[CH2:49][CH2:48]1)(C(C)(C)C)(C)C.C1(P(C2C=CC=CC=2)C2C=CC=CC=2)C=CC=CC=1.N(C(OC(C)C)=O)=NC(OC(C)C)=O. The catalyst is O1CCCC1.O. The product is [CH2:1]([C:5]1[N:10]=[C:9]([CH3:11])[N:8]([C:12]2[CH:17]=[CH:16][C:15]([O:18][C@H:50]3[CH2:51][CH2:52][C@@H:47]([OH:46])[CH2:48][CH2:49]3)=[CH:14][CH:13]=2)[C:7](=[O:19])[C:6]=1[CH2:20][C:21]1[CH:26]=[CH:25][C:24]([C:27]2[CH:32]=[CH:31][CH:30]=[CH:29][C:28]=2[C:33]2[NH:37][C:36](=[O:38])[O:35][N:34]=2)=[CH:23][CH:22]=1)[CH2:2][CH2:3][CH3:4]. The yield is 0.280. (5) The reactants are [NH2:1][C:2]1[N:3]([CH3:30])[C:4](=[O:29])[C@@:5]2([N:28]=1)[C@H:18]1[C@H:13]([CH2:14][CH2:15][C:16](=[O:19])[CH2:17]1)[O:12][C:11]1[C:6]2=[CH:7][C:8]([C:20]2[CH:25]=[C:24]([F:26])[CH:23]=[C:22]([Cl:27])[CH:21]=2)=[CH:9][CH:10]=1.C1COCC1.[BH4-].[Na+]. The catalyst is CO. The product is [NH2:1][C:2]1[N:3]([CH3:30])[C:4](=[O:29])[C@@:5]2([N:28]=1)[C@H:18]1[C@H:13]([CH2:14][CH2:15][CH:16]([OH:19])[CH2:17]1)[O:12][C:11]1[C:6]2=[CH:7][C:8]([C:20]2[CH:25]=[C:24]([F:26])[CH:23]=[C:22]([Cl:27])[CH:21]=2)=[CH:9][CH:10]=1. The yield is 0.610. (6) The catalyst is C(Cl)Cl. The yield is 0.923. The reactants are [S:1]1[CH:5]=[CH:4][CH:3]=[C:2]1[C:6]1[CH2:10][CH:9]([CH2:11][CH2:12][CH:13]=O)[O:8][N:7]=1.Cl.[CH3:16][O:17][C:18]1[CH:23]=[CH:22][CH:21]=[CH:20][C:19]=1[N:24]1[CH2:29][CH2:28][NH:27][CH2:26][CH2:25]1.[BH-](OC(C)=O)(OC(C)=O)OC(C)=O.[Na+].C(N(C(C)C)CC)(C)C. The product is [CH3:16][O:17][C:18]1[CH:23]=[CH:22][CH:21]=[CH:20][C:19]=1[N:24]1[CH2:29][CH2:28][N:27]([CH2:13][CH2:12][CH2:11][CH:9]2[O:8][N:7]=[C:6]([C:2]3[S:1][CH:5]=[CH:4][CH:3]=3)[CH2:10]2)[CH2:26][CH2:25]1. (7) The reactants are [CH2:1]([O:3][C:4]([N:6]1[CH2:11][CH2:10][N:9]([CH2:12][C:13]2[N:17]=[C:16]([C:18]3[CH:23]=[CH:22][CH:21]=[C:20](I)[CH:19]=3)[O:15][N:14]=2)[CH2:8][CH2:7]1)=[O:5])[CH3:2].[O:25]1[CH:29]=[CH:28][C:27](B(O)O)=[CH:26]1.COCCOC.C(=O)([O-])[O-].[Na+].[Na+]. The catalyst is C(OCC)(=O)C.C1C=CC([P]([Pd]([P](C2C=CC=CC=2)(C2C=CC=CC=2)C2C=CC=CC=2)([P](C2C=CC=CC=2)(C2C=CC=CC=2)C2C=CC=CC=2)[P](C2C=CC=CC=2)(C2C=CC=CC=2)C2C=CC=CC=2)(C2C=CC=CC=2)C2C=CC=CC=2)=CC=1. The product is [CH2:1]([O:3][C:4]([N:6]1[CH2:11][CH2:10][N:9]([CH2:12][C:13]2[N:17]=[C:16]([C:18]3[CH:23]=[CH:22][CH:21]=[C:20]([C:27]4[CH:28]=[CH:29][O:25][CH:26]=4)[CH:19]=3)[O:15][N:14]=2)[CH2:8][CH2:7]1)=[O:5])[CH3:2]. The yield is 0.380. (8) The product is [CH:39]1([NH:45][C:24]([N:13]2[C@@H:14]3[CH2:18][N:17]([CH2:16][CH2:15]3)[C:11]3[CH:10]=[CH:9][C:8]([C:6]4[CH:5]=[CH:4][N:3]=[C:2]([CH3:1])[CH:7]=4)=[N:19][C:12]2=3)=[O:30])[CH2:44][CH2:43][CH2:42][CH2:41][CH2:40]1. The reactants are [CH3:1][C:2]1[CH:7]=[C:6]([C:8]2[CH:9]=[CH:10][C:11]3[N:17]4[CH2:18][C@H:14]([CH2:15][CH2:16]4)[NH:13][C:12]=3[N:19]=2)[CH:5]=[CH:4][N:3]=1.ClC(Cl)(O[C:24](=[O:30])OC(Cl)(Cl)Cl)Cl.C(N(CC)CC)C.[CH:39]1([NH2:45])[CH2:44][CH2:43][CH2:42][CH2:41][CH2:40]1. The catalyst is O1CCCC1.C(Cl)Cl.CO. The yield is 0.354. (9) The product is [Cl:23][C:14]1[C:5]([O:4][CH:2]([CH3:1])[CH3:3])=[N:6][CH:7]=[C:8]2[C:13]=1[C:12](=[O:15])[NH:11][CH2:10][CH2:9]2. The reactants are [CH3:1][CH:2]([O:4][C:5]1[CH:14]=[C:13]2[C:8]([CH2:9][CH2:10][NH:11][C:12]2=[O:15])=[CH:7][N:6]=1)[CH3:3].C1C(=O)N([Cl:23])C(=O)C1. The catalyst is CC(O)=O. The yield is 0.680. (10) The yield is 0.860. The product is [CH3:8][N:5]1[CH2:4][CH2:3][C:2]([CH2:9][C:10]([O:12][CH2:13][CH3:14])=[O:11])([NH:1][C:35]([C:33]2[O:34][C:30]([CH2:22][CH2:23][C:24]3[CH:29]=[CH:28][CH:27]=[CH:26][CH:25]=3)=[CH:31][CH:32]=2)=[O:36])[CH2:7][CH2:6]1. The catalyst is C(Cl)Cl. The reactants are [NH2:1][C:2]1([CH2:9][C:10]([O:12][CH2:13][CH3:14])=[O:11])[CH2:7][CH2:6][N:5]([CH3:8])[CH2:4][CH2:3]1.CCN(CC)CC.[CH2:22]([C:30]1[O:34][C:33]([C:35](ON2C(=O)CCC2=O)=[O:36])=[CH:32][CH:31]=1)[CH2:23][C:24]1[CH:29]=[CH:28][CH:27]=[CH:26][CH:25]=1.